From a dataset of Forward reaction prediction with 1.9M reactions from USPTO patents (1976-2016). Predict the product of the given reaction. (1) Given the reactants [I:1][C:2]1[C:3]([O:10]COC)=[C:4]([CH:7]=[CH:8][N:9]=1)[CH:5]=[O:6].C(O)(C(F)(F)F)=O.C(Cl)Cl, predict the reaction product. The product is: [OH:10][C:3]1[C:2]([I:1])=[N:9][CH:8]=[CH:7][C:4]=1[CH:5]=[O:6]. (2) Given the reactants FC([CH2:5][C:6]([OH:8])=[O:7])(F)F.[CH2:9]([O:11][C:12]1[CH:17]=[C:16]([CH2:18][N:19]2[CH2:33][CH2:32][C:22]3([CH2:26][N:25]([CH2:27][C:28](O)=[O:29])[C:24](=[O:31])[CH2:23]3)[CH2:21][CH2:20]2)[CH:15]=[C:14]([O:34][CH2:35][CH3:36])[C:13]=1[C:37]1[CH:42]=[CH:41][C:40]([F:43])=[CH:39][CH:38]=1)[CH3:10].CN([P+](ON1N=NC2C=CC=CC1=2)(N(C)C)N(C)C)C.F[P-](F)(F)(F)(F)F.CCN(C(C)C)C(C)C.[BH4-].[Na+].C(O)([C:84]([F:87])([F:86])[F:85])=O, predict the reaction product. The product is: [F:85][C:84]([O:8][C:6](=[O:7])[CH3:5])([F:87])[F:86].[CH2:9]([O:11][C:12]1[CH:17]=[C:16]([CH2:18][N:19]2[CH2:20][CH2:21][C:22]3([CH2:26][N:25]([CH2:27][CH2:28][OH:29])[C:24](=[O:31])[CH2:23]3)[CH2:32][CH2:33]2)[CH:15]=[C:14]([O:34][CH2:35][CH3:36])[C:13]=1[C:37]1[CH:42]=[CH:41][C:40]([F:43])=[CH:39][CH:38]=1)[CH3:10]. (3) Given the reactants [Cl:1][C:2]1[CH:3]=[CH:4][C:5]([O:11][CH3:12])=[C:6](B(O)O)[CH:7]=1.Br[C:14]1[CH:19]=[CH:18][C:17]([S:20]([CH2:23][CH3:24])(=[O:22])=[O:21])=[CH:16][C:15]=1[F:25].C(=O)([O-])[O-].[Na+].[Na+], predict the reaction product. The product is: [Cl:1][C:2]1[CH:3]=[CH:4][C:5]([O:11][CH3:12])=[C:6]([C:14]2[CH:19]=[CH:18][C:17]([S:20]([CH2:23][CH3:24])(=[O:22])=[O:21])=[CH:16][C:15]=2[F:25])[CH:7]=1. (4) Given the reactants [Cl:1][C:2]1[CH:7]=[CH:6][N:5]=[C:4]2[CH:8]=[C:9](I)[O:10][C:3]=12.[CH3:12][O:13][C:14]1[CH:19]=[CH:18][C:17]([C:20]([O:22][CH3:23])=[O:21])=[CH:16][C:15]=1B(O)O.C([O-])([O-])=O.[Na+].[Na+].O, predict the reaction product. The product is: [CH3:23][O:22][C:20](=[O:21])[C:17]1[CH:18]=[CH:19][C:14]([O:13][CH3:12])=[C:15]([C:9]2[O:10][C:3]3[C:4](=[N:5][CH:6]=[CH:7][C:2]=3[Cl:1])[CH:8]=2)[CH:16]=1. (5) Given the reactants [N+:1]([C:4]1[CH:5]=[C:6]2[C:10](=[CH:11][C:12]=1[OH:13])[NH:9][N:8]=[CH:7]2)([O-:3])=[O:2].[Cl:14][CH2:15][CH2:16]O, predict the reaction product. The product is: [Cl:14][CH2:15][CH2:16][O:13][C:12]1[CH:11]=[C:10]2[C:6]([CH:7]=[N:8][NH:9]2)=[CH:5][C:4]=1[N+:1]([O-:3])=[O:2]. (6) Given the reactants [Br:1][C:2]1[CH:3]=[N:4][CH:5]=[C:6]([Br:8])[CH:7]=1.C(=O)([O-])[O-].[Cs+].[Cs+].CN1CCCC1=O.[NH:22]1[CH:26]=[CH:25][N:24]=[N:23]1, predict the reaction product. The product is: [Br:8][C:6]1[CH:5]=[N:4][CH:3]=[C:2]([N:23]2[N:24]=[CH:25][CH:26]=[N:22]2)[CH:7]=1.[Br:1][C:2]1[CH:3]=[N:4][CH:5]=[C:6]([N:22]2[CH:26]=[CH:25][N:24]=[N:23]2)[CH:7]=1. (7) Given the reactants [ClH:1].FC(F)(F)C(O)=O.[CH3:9][C:10]1[C:15]([CH3:16])=[CH:14][N:13]=[C:12]([N:17]2[C:21](=[O:22])[C:20]([N:23]3[CH:27]=[C:26]([C:28]([F:31])([F:30])[F:29])[N:25]=[CH:24]3)=[CH:19][NH:18]2)[CH:11]=1, predict the reaction product. The product is: [ClH:1].[CH3:9][C:10]1[C:15]([CH3:16])=[CH:14][N:13]=[C:12]([N:17]2[C:21](=[O:22])[C:20]([N:23]3[CH:27]=[C:26]([C:28]([F:30])([F:31])[F:29])[N:25]=[CH:24]3)=[CH:19][NH:18]2)[CH:11]=1. (8) Given the reactants C1(CN(C2C=CC(S(C)(=O)=O)=CC=2)[C:8](=[O:19])[NH:9][C:10]2[S:11][CH:12]=[C:13](CC(O)=O)[N:14]=2)CCCC1.[CH:30]1([CH2:35][NH:36][C:37]2[CH:42]=[CH:41][C:40]([Br:43])=[CH:39][C:38]=2[F:44])[CH2:34][CH2:33][CH2:32][CH2:31]1.C([O:47][C:48](=[O:57])[CH2:49][S:50]C1SC(N)=NC=1)C, predict the reaction product. The product is: [Br:43][C:40]1[CH:41]=[CH:42][C:37]([N:36]([CH2:35][CH:30]2[CH2:31][CH2:32][CH2:33][CH2:34]2)[C:8](=[O:19])[NH:9][C:10]2[S:11][C:12]([S:50][CH2:49][C:48]([OH:57])=[O:47])=[CH:13][N:14]=2)=[C:38]([F:44])[CH:39]=1.